This data is from NCI-60 drug combinations with 297,098 pairs across 59 cell lines. The task is: Regression. Given two drug SMILES strings and cell line genomic features, predict the synergy score measuring deviation from expected non-interaction effect. (1) Drug 1: CCC1=CC2CC(C3=C(CN(C2)C1)C4=CC=CC=C4N3)(C5=C(C=C6C(=C5)C78CCN9C7C(C=CC9)(C(C(C8N6C)(C(=O)OC)O)OC(=O)C)CC)OC)C(=O)OC.C(C(C(=O)O)O)(C(=O)O)O. Drug 2: CCC1(CC2CC(C3=C(CCN(C2)C1)C4=CC=CC=C4N3)(C5=C(C=C6C(=C5)C78CCN9C7C(C=CC9)(C(C(C8N6C=O)(C(=O)OC)O)OC(=O)C)CC)OC)C(=O)OC)O.OS(=O)(=O)O. Cell line: UO-31. Synergy scores: CSS=7.07, Synergy_ZIP=-3.16, Synergy_Bliss=-1.89, Synergy_Loewe=4.49, Synergy_HSA=-0.397. (2) Drug 1: C1CCC(C1)C(CC#N)N2C=C(C=N2)C3=C4C=CNC4=NC=N3. Drug 2: CS(=O)(=O)CCNCC1=CC=C(O1)C2=CC3=C(C=C2)N=CN=C3NC4=CC(=C(C=C4)OCC5=CC(=CC=C5)F)Cl. Cell line: SR. Synergy scores: CSS=44.5, Synergy_ZIP=-0.0172, Synergy_Bliss=-2.27, Synergy_Loewe=-6.59, Synergy_HSA=-4.81.